From a dataset of Peptide-MHC class I binding affinity with 185,985 pairs from IEDB/IMGT. Regression. Given a peptide amino acid sequence and an MHC pseudo amino acid sequence, predict their binding affinity value. This is MHC class I binding data. (1) The peptide sequence is RMATMLEYVR. The MHC is HLA-A03:01 with pseudo-sequence HLA-A03:01. The binding affinity (normalized) is 0.614. (2) The MHC is HLA-B51:01 with pseudo-sequence HLA-B51:01. The binding affinity (normalized) is 0.0975. The peptide sequence is KPKPAVRFAI. (3) The peptide sequence is TLYCVHQEI. The MHC is HLA-A26:03 with pseudo-sequence HLA-A26:03. The binding affinity (normalized) is 0.0847. (4) The peptide sequence is FGTNETEYL. The MHC is HLA-A02:01 with pseudo-sequence HLA-A02:01. The binding affinity (normalized) is 0.0554.